Task: Regression. Given two drug SMILES strings and cell line genomic features, predict the synergy score measuring deviation from expected non-interaction effect.. Dataset: NCI-60 drug combinations with 297,098 pairs across 59 cell lines (1) Drug 1: C1CCC(C(C1)N)N.C(=O)(C(=O)[O-])[O-].[Pt+4]. Drug 2: CC1CCCC2(C(O2)CC(NC(=O)CC(C(C(=O)C(C1O)C)(C)C)O)C(=CC3=CSC(=N3)C)C)C. Cell line: M14. Synergy scores: CSS=53.4, Synergy_ZIP=-2.28, Synergy_Bliss=-3.95, Synergy_Loewe=-3.38, Synergy_HSA=-2.64. (2) Drug 1: CCCCCOC(=O)NC1=NC(=O)N(C=C1F)C2C(C(C(O2)C)O)O. Drug 2: CC1=C(C(=O)C2=C(C1=O)N3CC4C(C3(C2COC(=O)N)OC)N4)N. Cell line: IGROV1. Synergy scores: CSS=4.38, Synergy_ZIP=2.12, Synergy_Bliss=5.59, Synergy_Loewe=-14.9, Synergy_HSA=-2.71. (3) Drug 1: C1=CC(=CC=C1C#N)C(C2=CC=C(C=C2)C#N)N3C=NC=N3. Drug 2: CCN(CC)CCCC(C)NC1=C2C=C(C=CC2=NC3=C1C=CC(=C3)Cl)OC. Cell line: SNB-19. Synergy scores: CSS=9.04, Synergy_ZIP=-2.24, Synergy_Bliss=1.55, Synergy_Loewe=-3.02, Synergy_HSA=2.41. (4) Drug 1: CN1CCC(CC1)COC2=C(C=C3C(=C2)N=CN=C3NC4=C(C=C(C=C4)Br)F)OC. Drug 2: C1CCN(CC1)CCOC2=CC=C(C=C2)C(=O)C3=C(SC4=C3C=CC(=C4)O)C5=CC=C(C=C5)O. Cell line: NCI-H226. Synergy scores: CSS=11.9, Synergy_ZIP=5.54, Synergy_Bliss=8.43, Synergy_Loewe=1.29, Synergy_HSA=4.70. (5) Drug 1: C1=CC=C(C=C1)NC(=O)CCCCCCC(=O)NO. Drug 2: CC(C)CN1C=NC2=C1C3=CC=CC=C3N=C2N. Cell line: SNB-75. Synergy scores: CSS=8.51, Synergy_ZIP=-2.92, Synergy_Bliss=0.258, Synergy_Loewe=0.476, Synergy_HSA=0.407. (6) Drug 1: CC1=CC2C(CCC3(C2CCC3(C(=O)C)OC(=O)C)C)C4(C1=CC(=O)CC4)C. Drug 2: C1C(C(OC1N2C=NC(=NC2=O)N)CO)O. Cell line: ACHN. Synergy scores: CSS=7.37, Synergy_ZIP=-4.77, Synergy_Bliss=-2.53, Synergy_Loewe=-14.7, Synergy_HSA=-1.69. (7) Drug 1: CCC1=CC2CC(C3=C(CN(C2)C1)C4=CC=CC=C4N3)(C5=C(C=C6C(=C5)C78CCN9C7C(C=CC9)(C(C(C8N6C)(C(=O)OC)O)OC(=O)C)CC)OC)C(=O)OC.C(C(C(=O)O)O)(C(=O)O)O. Drug 2: CC1CCCC2(C(O2)CC(NC(=O)CC(C(C(=O)C(C1O)C)(C)C)O)C(=CC3=CSC(=N3)C)C)C. Cell line: T-47D. Synergy scores: CSS=33.7, Synergy_ZIP=-6.14, Synergy_Bliss=1.12, Synergy_Loewe=1.75, Synergy_HSA=2.06. (8) Drug 1: CC1=CC=C(C=C1)C2=CC(=NN2C3=CC=C(C=C3)S(=O)(=O)N)C(F)(F)F. Drug 2: C1=NNC2=C1C(=O)NC=N2. Cell line: RXF 393. Synergy scores: CSS=-3.49, Synergy_ZIP=2.35, Synergy_Bliss=2.69, Synergy_Loewe=-2.00, Synergy_HSA=-2.00. (9) Drug 1: C#CCC(CC1=CN=C2C(=N1)C(=NC(=N2)N)N)C3=CC=C(C=C3)C(=O)NC(CCC(=O)O)C(=O)O. Drug 2: COC1=C2C(=CC3=C1OC=C3)C=CC(=O)O2. Cell line: NCI-H460. Synergy scores: CSS=-3.19, Synergy_ZIP=0.235, Synergy_Bliss=-4.54, Synergy_Loewe=-2.26, Synergy_HSA=-6.57.